This data is from Full USPTO retrosynthesis dataset with 1.9M reactions from patents (1976-2016). The task is: Predict the reactants needed to synthesize the given product. (1) Given the product [Br:1][C:2]1[CH:3]=[CH:4][C:5]([OH:11])=[C:6]([CH:10]=1)[C:7]([NH:12][C:13]1[O:14][C:15]([C:23]2[O:24][CH:25]=[CH:26][CH:27]=2)=[C:16]([C:18]2[O:19][CH:20]=[CH:21][CH:22]=2)[N:17]=1)=[O:9], predict the reactants needed to synthesize it. The reactants are: [Br:1][C:2]1[CH:10]=[C:6]([C:7]([OH:9])=O)[C:5]([OH:11])=[CH:4][CH:3]=1.[NH2:12][C:13]1[O:14][C:15]([C:23]2[O:24][CH:25]=[CH:26][CH:27]=2)=[C:16]([C:18]2[O:19][CH:20]=[CH:21][CH:22]=2)[N:17]=1. (2) Given the product [Br:1][C:2]1[CH:3]=[C:4]2[C:9](=[CH:10][CH:11]=1)[N:8]=[CH:7][C:6]([O:12][CH:13]([CH2:18][CH3:19])[C:14]([OH:16])=[O:15])=[CH:5]2, predict the reactants needed to synthesize it. The reactants are: [Br:1][C:2]1[CH:3]=[C:4]2[C:9](=[CH:10][CH:11]=1)[N:8]=[CH:7][C:6]([O:12][CH:13]([CH2:18][CH3:19])[C:14]([O:16]C)=[O:15])=[CH:5]2.[OH-].[Na+].Cl. (3) The reactants are: [OH:1][C:2]([C:35]1[N:39]([CH3:40])[CH:38]=[N:37][CH:36]=1)([CH:29]1[CH2:34][CH2:33][NH:32][CH2:31][CH2:30]1)[C:3]1[CH:4]=[C:5]2[C:10](=[CH:11][CH:12]=1)[N:9]=[C:8]([C:13]([F:16])([F:15])[F:14])[C:7]([C:17]([N:19]1[CH2:24][CH2:23][CH2:22][CH2:21][CH2:20]1)=[O:18])=[C:6]2[C:25]([F:28])([F:27])[F:26].CN1C(C2(C(F)(F)F)[C:56]([C:57](N3CCCCC3)=[O:58])=C(C(F)(F)F)C3C(=CC=C(C(C4CCNCC4)=O)C=3)N2)=CN=C1.C(OC(=O)C)(=O)C.CN1C(C2(C(F)(F)F)C(C(N3CCCCC3)=O)=C(C(F)(F)F)C3C(=CC=C(C(C4CCN(C(=O)C)CC4)=O)C=3)N2)=CN=C1. Given the product [OH:1][C:2]([C:35]1[N:39]([CH3:40])[CH:38]=[N:37][CH:36]=1)([C:3]1[CH:4]=[C:5]2[C:10](=[CH:11][CH:12]=1)[N:9]=[C:8]([C:13]([F:15])([F:16])[F:14])[C:7]([C:17]([N:19]1[CH2:24][CH2:23][CH2:22][CH2:21][CH2:20]1)=[O:18])=[C:6]2[C:25]([F:27])([F:28])[F:26])[CH:29]1[CH2:34][CH2:33][N:32]([C:57](=[O:58])[CH3:56])[CH2:31][CH2:30]1, predict the reactants needed to synthesize it. (4) Given the product [CH:29]([NH:39][C:6](=[O:7])[NH:8][C:9]1[CH:17]=[CH:16][C:15]([C:18]([F:19])([F:20])[F:21])=[CH:14][C:10]=1[C:11]([OH:13])=[O:12])([CH3:30])[CH3:28], predict the reactants needed to synthesize it. The reactants are: C(O[C:6]([NH:8][C:9]1[CH:17]=[CH:16][C:15]([C:18]([F:21])([F:20])[F:19])=[CH:14][C:10]=1[C:11]([OH:13])=[O:12])=[O:7])(C)(C)C.C([O-])([O-])=O.[K+].[K+].[CH2:28](Br)[CH:29]=[CH2:30].CCOC(C)=O.C[N:39](C=O)C. (5) Given the product [F:46][S:45]([F:50])([F:49])([F:48])([F:47])[C:42]1[CH:43]=[CH:44][C:39]([C:9]2[CH:10]=[C:11]3[C:16](=[C:17]([O:19][CH2:20][O:21][CH2:22][CH2:23][Si:24]([CH3:27])([CH3:25])[CH3:26])[CH:18]=2)[N:15]=[CH:14][N:13]([CH2:28][O:29][CH2:30][CH2:31][Si:32]([CH3:35])([CH3:34])[CH3:33])[C:12]3=[O:36])=[CH:40][CH:41]=1, predict the reactants needed to synthesize it. The reactants are: CC1(C)C(C)(C)OB([C:9]2[CH:10]=[C:11]3[C:16](=[C:17]([O:19][CH2:20][O:21][CH2:22][CH2:23][Si:24]([CH3:27])([CH3:26])[CH3:25])[CH:18]=2)[N:15]=[CH:14][N:13]([CH2:28][O:29][CH2:30][CH2:31][Si:32]([CH3:35])([CH3:34])[CH3:33])[C:12]3=[O:36])O1.Br[C:39]1[CH:44]=[CH:43][C:42]([S:45]([F:50])([F:49])([F:48])([F:47])[F:46])=[CH:41][CH:40]=1.C(=O)([O-])[O-].[K+].[K+]. (6) Given the product [C:1]([O:5][C@@H:6]([C:11]1[C:16]([CH3:17])=[CH:15][N:14]2[N:18]=[C:19]([C:21](=[O:23])[NH:44][CH2:43][C:40]3[CH:41]=[CH:42][C:37]([F:36])=[C:38]([CH3:45])[CH:39]=3)[CH:20]=[C:13]2[C:12]=1[C:24]1[C:25]([CH3:35])=[C:26]2[C:31](=[C:32]([F:34])[CH:33]=1)[O:30][CH2:29][CH2:28][CH2:27]2)[C:7]([OH:9])=[O:8])([CH3:2])([CH3:4])[CH3:3], predict the reactants needed to synthesize it. The reactants are: [C:1]([O:5][C@@H:6]([C:11]1[C:16]([CH3:17])=[CH:15][N:14]2[N:18]=[C:19]([C:21]([OH:23])=O)[CH:20]=[C:13]2[C:12]=1[C:24]1[C:25]([CH3:35])=[C:26]2[C:31](=[C:32]([F:34])[CH:33]=1)[O:30][CH2:29][CH2:28][CH2:27]2)[C:7]([O:9]C)=[O:8])([CH3:4])([CH3:3])[CH3:2].[F:36][C:37]1[CH:42]=[CH:41][C:40]([CH2:43][NH2:44])=[CH:39][C:38]=1[CH3:45].CCN(C(C)C)C(C)C.CN(C(ON1N=NC2C=CC=NC1=2)=[N+](C)C)C.F[P-](F)(F)(F)(F)F.[OH-].[Na+]. (7) Given the product [CH2:3]([O:5][C:6](=[O:18])[C:7]1[CH:12]=[C:11]([Br:13])[CH:10]=[C:9]([N+:14]([O-:16])=[O:15])[C:8]=1[O:17][C:23](=[S:24])[N:22]([CH3:26])[CH3:21])[CH3:4], predict the reactants needed to synthesize it. The reactants are: [H-].[Na+].[CH2:3]([O:5][C:6](=[O:18])[C:7]1[CH:12]=[C:11]([Br:13])[CH:10]=[C:9]([N+:14]([O-:16])=[O:15])[C:8]=1[OH:17])[CH3:4].[H][H].[CH3:21][N:22]([CH3:26])[C:23](Cl)=[S:24].